Dataset: Full USPTO retrosynthesis dataset with 1.9M reactions from patents (1976-2016). Task: Predict the reactants needed to synthesize the given product. Given the product [CH3:14][C:15]1[O:19][C:18]([C:20](=[O:21])[CH2:2][C:1]#[N:3])=[CH:17][CH:16]=1, predict the reactants needed to synthesize it. The reactants are: [C:1](#[N:3])[CH3:2].C[Si]([N-][Si](C)(C)C)(C)C.[Li+].[CH3:14][C:15]1[O:19][C:18]([C:20](OC)=[O:21])=[CH:17][CH:16]=1.Cl.